This data is from Reaction yield outcomes from USPTO patents with 853,638 reactions. The task is: Predict the reaction yield, written as a fraction of the theoretical maximum amount of product (1.0 means a 100% yield; for example, 0.34 means a 34% yield). (1) The reactants are [C:1]1([C:27]2[CH:32]=[CH:31][CH:30]=[CH:29][CH:28]=2)[CH:6]=[CH:5][C:4]([C:7]([N:9]2[CH2:14][CH2:13][N:12]([C:15]3[C:16]4[CH:24]=[C:23]([CH2:25][CH3:26])[S:22][C:17]=4[N:18]=[C:19](Cl)[N:20]=3)[CH2:11][CH2:10]2)=[O:8])=[CH:3][CH:2]=1.CN(C=O)C.[SH:38][CH2:39][C:40]([NH2:42])=[O:41]. The catalyst is N. The product is [C:1]1([C:27]2[CH:32]=[CH:31][CH:30]=[CH:29][CH:28]=2)[CH:6]=[CH:5][C:4]([C:7]([N:9]2[CH2:14][CH2:13][N:12]([C:15]3[C:16]4[CH:24]=[C:23]([CH2:25][CH3:26])[S:22][C:17]=4[N:18]=[C:19]([S:38][CH2:39][C:40]([NH2:42])=[O:41])[N:20]=3)[CH2:11][CH2:10]2)=[O:8])=[CH:3][CH:2]=1. The yield is 0.780. (2) The reactants are Cl.[C:2]([O:6][C:7](=[O:11])[CH2:8][NH:9][CH3:10])([CH3:5])([CH3:4])[CH3:3].[CH2:12](N(CC)CC)C.BrC[C:21]1[CH:22]=[C:23]([CH:26]=[CH:27][CH:28]=1)[C:24]#[N:25].O. The catalyst is C(#N)C. The product is [C:24]([C:23]1[CH:22]=[C:21]([CH:28]=[CH:27][CH:26]=1)[CH2:10][N:9]([CH2:8][C:7]([O:6][C:2]([CH3:5])([CH3:4])[CH3:3])=[O:11])[CH3:12])#[N:25]. The yield is 0.850. (3) The reactants are C(OC([N:8]1[CH2:13][CH2:12][CH2:11][CH:10]([NH:14][C:15]2[C:20]([C:21]3[S:22][C:23]([C:26]([O:28][CH3:29])=[O:27])=[N:24][N:25]=3)=[CH:19][N:18]=[C:17]([C:30]3[CH:35]=[CH:34][CH:33]=[C:32]([C:36]4[CH:37]=[N:38][N:39]([CH3:41])[CH:40]=4)[CH:31]=3)[N:16]=2)[CH2:9]1)=O)(C)(C)C.[ClH:42]. The catalyst is O1CCOCC1. The product is [ClH:42].[CH3:29][O:28][C:26]([C:23]1[S:22][C:21]([C:20]2[C:15]([NH:14][CH:10]3[CH2:11][CH2:12][CH2:13][NH:8][CH2:9]3)=[N:16][C:17]([C:30]3[CH:35]=[CH:34][CH:33]=[C:32]([C:36]4[CH:37]=[N:38][N:39]([CH3:41])[CH:40]=4)[CH:31]=3)=[N:18][CH:19]=2)=[N:25][N:24]=1)=[O:27]. The yield is 0.510. (4) The reactants are [CH3:1][O:2][C:3]1[CH:4]=[C:5]2[C:10](=[CH:11][C:12]=1[O:13][CH3:14])[N:9]=[CH:8][N:7]=[C:6]2[O:15][C:16]1[CH:22]=[CH:21][C:19]([NH2:20])=[CH:18][CH:17]=1.C1(C)C=CC=CC=1.C(N(CC)CC)C.ClC(Cl)(O[C:41](=[O:47])[O:42][C:43](Cl)(Cl)Cl)Cl.[CH3:49][O:50][C:51]1[CH:52]=[C:53]([CH:59]=[CH:60][CH:61]=1)[O:54][CH2:55][CH2:56]CO. The catalyst is C(Cl)Cl. The product is [CH3:1][O:2][C:3]1[CH:4]=[C:5]2[C:10](=[CH:11][C:12]=1[O:13][CH3:14])[N:9]=[CH:8][N:7]=[C:6]2[O:15][C:16]1[CH:22]=[CH:21][C:19]([NH:20][C:41](=[O:47])[O:42][CH2:43][CH2:56][CH2:55][O:54][C:53]2[CH:59]=[CH:60][CH:61]=[C:51]([O:50][CH3:49])[CH:52]=2)=[CH:18][CH:17]=1. The yield is 0.350. (5) The product is [C:15]([O:1][C:2]1[CH:13]=[CH:12][C:5]2[S:6][CH:7]=[C:8]([C:9]([OH:11])=[O:10])[C:4]=2[CH:3]=1)(=[O:17])[CH3:16]. The catalyst is N1C=CC=CC=1. The reactants are [OH:1][C:2]1[CH:13]=[CH:12][C:5]2[S:6][CH:7]=[C:8]([C:9]([OH:11])=[O:10])[C:4]=2[CH:3]=1.O.[C:15](OC(=O)C)(=[O:17])[CH3:16]. The yield is 0.973. (6) The reactants are CO.C(N(CC)CC)C.[C:10]1([CH3:20])[CH:15]=[CH:14][CH:13]=[CH:12][C:11]=1[NH:16][C:17]([NH2:19])=[S:18].Br.Br[CH2:23][C:24]([C:26]1[CH:31]=[CH:30][CH:29]=[CH:28][N:27]=1)=O. The catalyst is O. The product is [N:27]1[CH:28]=[CH:29][CH:30]=[CH:31][C:26]=1[C:24]1[N:19]=[C:17]([NH:16][C:11]2[CH:12]=[CH:13][CH:14]=[CH:15][C:10]=2[CH3:20])[S:18][CH:23]=1. The yield is 0.760. (7) The reactants are [CH2:1]([C@H:8]([NH:34]C(=O)OC(C)(C)C)[C@@H:9]([OH:33])[CH2:10][C@@H:11]([NH:25]C(OC(C)(C)C)=O)[CH2:12][C:13]1[CH:18]=[CH:17][C:16]([C:19]2[CH:24]=[CH:23][CH:22]=[CH:21][N:20]=2)=[CH:15][CH:14]=1)[C:2]1[CH:7]=[CH:6][CH:5]=[CH:4][CH:3]=1.FC(F)(F)C(O)=O. The catalyst is ClCCl. The product is [NH2:34][C@H:8]([C@@H:9]([OH:33])[CH2:10][C@@H:11]([NH2:25])[CH2:12][C:13]1[CH:14]=[CH:15][C:16]([C:19]2[CH:24]=[CH:23][CH:22]=[CH:21][N:20]=2)=[CH:17][CH:18]=1)[CH2:1][C:2]1[CH:7]=[CH:6][CH:5]=[CH:4][CH:3]=1. The yield is 0.980. (8) The reactants are [CH3:1][O:2][C:3]1[CH:4]=[C:5]([C:11]2[O:12][C:13]3[C:18]([C:19](=[O:21])[CH:20]=2)=[C:17]([OH:22])[CH:16]=[C:15]([O:23][CH3:24])[CH:14]=3)[CH:6]=[CH:7][C:8]=1[O:9][CH3:10].C(=O)([O-])[O-].[Ca+2].[I:30](Cl)(=O)=O.C([N+](C)(C)C)C1C=CC=CC=1. The catalyst is ClCCl.CO. The product is [CH3:1][O:2][C:3]1[CH:4]=[C:5]([C:11]2[O:12][C:13]3[C:18]([C:19](=[O:21])[CH:20]=2)=[C:17]([OH:22])[C:16]([I:30])=[C:15]([O:23][CH3:24])[CH:14]=3)[CH:6]=[CH:7][C:8]=1[O:9][CH3:10]. The yield is 0.870. (9) The reactants are C[O:2][C:3]1[C:12]2[CH2:11][CH2:10][C:9]([CH3:14])([CH3:13])[CH2:8][C:7]=2[C:6]2[C:15]3[C:16](=[C:18]([NH:22][CH2:23][CH2:24][N:25]4[CH2:30][CH2:29][O:28][CH2:27][CH2:26]4)[N:19]=[CH:20][N:21]=3)[O:17][C:5]=2[N:4]=1.[OH-].[Na+]. The catalyst is O. The product is [CH3:13][C:9]1([CH3:14])[CH2:10][CH2:11][C:12]2[C:3]([OH:2])=[N:4][C:5]3[O:17][C:16]4[C:18]([NH:22][CH2:23][CH2:24][N:25]5[CH2:30][CH2:29][O:28][CH2:27][CH2:26]5)=[N:19][CH:20]=[N:21][C:15]=4[C:6]=3[C:7]=2[CH2:8]1. The yield is 0.930. (10) The reactants are [N:1]1[CH:6]=[CH:5][CH:4]=[CH:3][C:2]=1[C:7]#[C:8][CH2:9][CH2:10]O.[C:12]1(=[O:22])[C:20]2[C:15](=[CH:16][CH:17]=[CH:18][CH:19]=2)[C:14](=[O:21])[NH:13]1.C1(P(C2C=CC=CC=2)C2C=CC=CC=2)C=CC=CC=1.CC(OC(/N=N/C(OC(C)(C)C)=O)=O)(C)C. The catalyst is C(Cl)Cl.C1COCC1. The product is [N:1]1[CH:6]=[CH:5][CH:4]=[CH:3][C:2]=1[C:7]#[C:8][CH2:9][CH2:10][N:13]1[C:14](=[O:21])[C:15]2[C:20](=[CH:19][CH:18]=[CH:17][CH:16]=2)[C:12]1=[O:22]. The yield is 0.730.